This data is from Catalyst prediction with 721,799 reactions and 888 catalyst types from USPTO. The task is: Predict which catalyst facilitates the given reaction. Reactant: [Li+].[OH-].O.[C:4]([O:8][C:9]([N:11]([C:55]([O:57][C:58]([CH3:61])([CH3:60])[CH3:59])=[O:56])[C:12]1[C:21]2[C:16](=[CH:17][C:18]([NH:22][CH:23]3[C:40](=[O:41])[N:39]([CH3:42])[CH2:38][C:37]4[CH:43]=[C:33]([CH:34]=[CH:35][C:36]=4[C:44]([O:46]C)=[O:45])[NH:32][C:31](=[O:48])[O:30][CH2:29][C:28]([F:50])([F:49])[C:27]4[C:51]([CH3:53])=[CH:52][C:24]3=[CH:25][C:26]=4[CH3:54])=[CH:19][CH:20]=2)[CH:15]=[CH:14][N:13]=1)=[O:10])([CH3:7])([CH3:6])[CH3:5].S(=O)(=O)(O)[O-].[Na+]. Product: [C:4]([O:8][C:9]([N:11]([C:55]([O:57][C:58]([CH3:61])([CH3:60])[CH3:59])=[O:56])[C:12]1[C:21]2[C:16](=[CH:17][C:18]([NH:22][CH:23]3[C:40](=[O:41])[N:39]([CH3:42])[CH2:38][C:37]4[CH:43]=[C:33]([CH:34]=[CH:35][C:36]=4[C:44]([OH:46])=[O:45])[NH:32][C:31](=[O:48])[O:30][CH2:29][C:28]([F:50])([F:49])[C:27]4[C:26]([CH3:54])=[CH:25][C:24]3=[CH:52][C:51]=4[CH3:53])=[CH:19][CH:20]=2)[CH:15]=[CH:14][N:13]=1)=[O:10])([CH3:6])([CH3:7])[CH3:5]. The catalyst class is: 12.